Dataset: Reaction yield outcomes from USPTO patents with 853,638 reactions. Task: Predict the reaction yield, written as a fraction of the theoretical maximum amount of product (1.0 means a 100% yield; for example, 0.34 means a 34% yield). (1) The reactants are Cl[C:2]1[C:3]2[CH2:15][CH2:14][CH2:13][C:4]=2[N:5]=[C:6]([CH:8]2[CH2:12][CH2:11][CH2:10][CH2:9]2)[N:7]=1.[NH2:16][C:17]1[CH:22]=[CH:21][C:20]([CH2:23][C:24]([NH2:26])=[O:25])=[CH:19][CH:18]=1. The catalyst is CN1C(=O)CCC1.O. The product is [CH:8]1([C:6]2[N:7]=[C:2]([NH:16][C:17]3[CH:18]=[CH:19][C:20]([CH2:23][C:24]([NH2:26])=[O:25])=[CH:21][CH:22]=3)[C:3]3[CH2:15][CH2:14][CH2:13][C:4]=3[N:5]=2)[CH2:12][CH2:11][CH2:10][CH2:9]1. The yield is 0.560. (2) The reactants are [Cl:1][C:2]1[CH:7]=[CH:6][CH:5]=[CH:4][C:3]=1[CH:8]([N:22]1[CH2:27][CH2:26][N:25]([CH3:28])[CH2:24][CH2:23]1)[CH2:9][NH:10][C:11]1[C:12]2[N:13]([CH:19]=[CH:20][CH:21]=2)[N:14]=[CH:15][C:16]=1[C:17]#[N:18].[NH4+].[OH-:30].[OH:31]O. The catalyst is CCO. The product is [C:17]([C:16]1[CH:15]=[N:14][N:13]2[CH:19]=[CH:20][CH:21]=[C:12]2[C:11]=1[NH:10][CH2:9][CH:8]([N:22]1[CH2:23][CH2:24][N+:25]([O-:31])([CH3:28])[CH2:26][CH2:27]1)[C:3]1[CH:4]=[CH:5][CH:6]=[CH:7][C:2]=1[Cl:1])(=[O:30])[NH2:18]. The yield is 0.133. (3) The reactants are CC1(C)CCCC(C)(C)N1.[Li]CCCC.[C:16]1([S:22]([N:25]2[CH:29]=[CH:28][CH:27]=[CH:26]2)(=[O:24])=[O:23])[CH:21]=[CH:20][CH:19]=[CH:18][CH:17]=1.[CH3:30][C:31]1[N:36]=[C:35]([CH:37]=[O:38])[CH:34]=[CH:33][CH:32]=1. The catalyst is C1COCC1.CCCCCC.O. The product is [C:16]1([S:22]([N:25]2[CH:26]=[CH:27][CH:28]=[C:29]2[CH:37]([C:35]2[CH:34]=[CH:33][CH:32]=[C:31]([CH3:30])[N:36]=2)[OH:38])(=[O:24])=[O:23])[CH:17]=[CH:18][CH:19]=[CH:20][CH:21]=1. The yield is 0.770. (4) The reactants are [CH3:1][CH:2]([N:4]1[C:12](/[CH:13]=[CH:14]/[C@H:15]([OH:24])[CH2:16][C@H:17]([OH:23])[CH2:18][C:19]([O:21]C)=[O:20])=[C:11]([C:25]2[CH:30]=[CH:29][C:28]([F:31])=[CH:27][CH:26]=2)[C:10]2[C:5]1=[CH:6][CH:7]=[CH:8][CH:9]=2)[CH3:3].[OH-].[Na+:33]. The catalyst is C1COCC1. The product is [CH3:3][CH:2]([N:4]1[C:12](/[CH:13]=[CH:14]/[CH:15]([OH:24])[CH2:16][CH:17]([OH:23])[CH2:18][C:19]([O-:21])=[O:20])=[C:11]([C:25]2[CH:26]=[CH:27][C:28]([F:31])=[CH:29][CH:30]=2)[C:10]2[CH:9]=[CH:8][CH:7]=[CH:6][C:5]1=2)[CH3:1].[Na+:33]. The yield is 0.390. (5) The reactants are [CH2:1]([O:8][C:9]1[CH:10]=[C:11]2[C:19](=[CH:20][CH:21]=1)[NH:18][C:17]1[CH:16]([C:22]([O:24]C)=[O:23])[N:15]([CH3:26])[CH2:14][CH2:13][C:12]2=1)[C:2]1[CH:7]=[CH:6][CH:5]=[CH:4][CH:3]=1.[OH-].[Na+:28].C(OCC)C. The catalyst is O.O1CCCC1. The product is [CH2:1]([O:8][C:9]1[CH:10]=[C:11]2[C:19](=[CH:20][CH:21]=1)[NH:18][C:17]1[CH:16]([C:22]([O-:24])=[O:23])[N:15]([CH3:26])[CH2:14][CH2:13][C:12]2=1)[C:2]1[CH:7]=[CH:6][CH:5]=[CH:4][CH:3]=1.[Na+:28]. The yield is 0.990.